This data is from Forward reaction prediction with 1.9M reactions from USPTO patents (1976-2016). The task is: Predict the product of the given reaction. (1) Given the reactants [O:1]1[C:5]2[CH:6]=[CH:7][CH:8]=[CH:9][C:4]=2[CH:3]=[C:2]1[CH:10]=[N:11][S:12]([C:15]1[CH:25]=[CH:24][C:18]2[O:19][CH2:20][CH2:21][CH2:22][O:23][C:17]=2[CH:16]=1)(=[O:14])=[O:13].[N+:26]([C:29]1[CH:30]=[C:31](B(O)O)[CH:32]=[CH:33][CH:34]=1)([O-:28])=[O:27], predict the reaction product. The product is: [O:1]1[C:5]2[CH:6]=[CH:7][CH:8]=[CH:9][C:4]=2[CH:3]=[C:2]1[CH:10]([C:33]1[CH:32]=[CH:31][CH:30]=[C:29]([N+:26]([O-:28])=[O:27])[CH:34]=1)[NH:11][S:12]([C:15]1[CH:25]=[CH:24][C:18]2[O:19][CH2:20][CH2:21][CH2:22][O:23][C:17]=2[CH:16]=1)(=[O:13])=[O:14]. (2) Given the reactants [C:1]([C:3]1[CH:4]=[CH:5][C:6]([O:26][CH3:27])=[C:7]([C:9]2[C:13]([NH:14][C:15]([C:17]3[CH:18]=[N:19][N:20]4[CH:25]=[CH:24][CH:23]=[N:22][C:21]=34)=[O:16])=[CH:12][NH:11][N:10]=2)[CH:8]=1)#[N:2].Cl[CH2:29][C:30]1[N:34]([CH3:35])[CH:33]=[N:32][N:31]=1.C([O-])([O-])=O.[Cs+].[Cs+], predict the reaction product. The product is: [C:1]([C:3]1[CH:4]=[CH:5][C:6]([O:26][CH3:27])=[C:7]([C:9]2[C:13]([NH:14][C:15]([C:17]3[CH:18]=[N:19][N:20]4[CH:25]=[CH:24][CH:23]=[N:22][C:21]=34)=[O:16])=[CH:12][N:11]([CH2:29][C:30]3[N:34]([CH3:35])[CH:33]=[N:32][N:31]=3)[N:10]=2)[CH:8]=1)#[N:2]. (3) Given the reactants [AlH4-].[Li+].O1CCCC1.C[O:9][C:10](=O)[C:11]1[C:12](=[CH:17][C:18]([O:21][CH3:22])=[CH:19][CH:20]=1)[C:13](OC)=[O:14], predict the reaction product. The product is: [OH:14][CH2:13][C:12]1[CH:17]=[C:18]([O:21][CH3:22])[CH:19]=[CH:20][C:11]=1[CH2:10][OH:9]. (4) Given the reactants S(O)(=O)(=O)C.[F:6][C:7]1[CH:8]=[C:9]([CH2:17][CH2:18][NH2:19])[CH:10]=[C:11]([C:13]([F:16])([F:15])[F:14])[CH:12]=1.C[O-].[Na+].[C:23]([C:27]1[CH:34]=[CH:33][C:30]([CH:31]=O)=[CH:29][CH:28]=1)([CH3:26])([CH3:25])[CH3:24].C(O)(=O)C.[BH-](OC(C)=O)(OC(C)=O)OC(C)=O.[Na+].[ClH:53], predict the reaction product. The product is: [ClH:53].[C:23]([C:27]1[CH:28]=[CH:29][C:30]([CH2:31][NH:19][CH2:18][CH2:17][C:9]2[CH:10]=[C:11]([C:13]([F:15])([F:16])[F:14])[CH:12]=[C:7]([F:6])[CH:8]=2)=[CH:33][CH:34]=1)([CH3:26])([CH3:24])[CH3:25].